From a dataset of Catalyst prediction with 721,799 reactions and 888 catalyst types from USPTO. Predict which catalyst facilitates the given reaction. (1) Reactant: [C:1]1(=[O:11])[NH:5][C:4](=O)[C:3]2=[CH:7][CH:8]=[CH:9][CH:10]=C12.O.[NH2:13]N. The catalyst class is: 138. Product: [NH2:13][CH2:10][CH2:9][C:8]1[C:1](=[O:11])[NH:5][CH:4]=[CH:3][CH:7]=1. (2) Reactant: Br[C:2]1[CH:3]=[C:4]([OH:8])[CH:5]=[CH:6][CH:7]=1.[B:9]1([B:9]2[O:13][C:12]([CH3:15])([CH3:14])[C:11]([CH3:17])([CH3:16])[O:10]2)[O:13][C:12]([CH3:15])([CH3:14])[C:11]([CH3:17])([CH3:16])[O:10]1.C([O-])(=O)C.[K+]. Product: [CH3:16][C:11]1([CH3:17])[C:12]([CH3:15])([CH3:14])[O:13][B:9]([C:2]2[CH:3]=[C:4]([OH:8])[CH:5]=[CH:6][CH:7]=2)[O:10]1. The catalyst class is: 140. (3) Reactant: [C:1]([O:5][C:6](=[O:14])[NH:7][CH:8]1[CH2:12][CH2:11][CH:10](O)[CH2:9]1)([CH3:4])([CH3:3])[CH3:2].COCCN(S(F)(F)[F:25])CCOC. Product: [F:25][C@@H:10]1[CH2:11][CH2:12][C@H:8]([NH:7][C:6](=[O:14])[O:5][C:1]([CH3:4])([CH3:3])[CH3:2])[CH2:9]1. The catalyst class is: 2. (4) Reactant: [C:1]([O:5][C:6](=[O:24])[NH:7][CH2:8][CH2:9][CH2:10][C@H:11]([NH:16][C:17]([O:19][C:20]([CH3:23])([CH3:22])[CH3:21])=[O:18])[CH2:12][N:13]=[N+]=[N-])([CH3:4])([CH3:3])[CH3:2]. Product: [C:1]([O:5][C:6](=[O:24])[NH:7][CH2:8][CH2:9][CH2:10][C@H:11]([NH:16][C:17]([O:19][C:20]([CH3:23])([CH3:22])[CH3:21])=[O:18])[CH2:12][NH2:13])([CH3:4])([CH3:3])[CH3:2]. The catalyst class is: 29. (5) Reactant: Cl.[F:2][C:3]1[CH:16]=[CH:15][C:6]([C:7]([CH:9]2[CH2:14][CH2:13][NH:12][CH2:11][CH2:10]2)=[O:8])=[CH:5][CH:4]=1.C(N(CC)CC)C.[Cl:24][C:25]1[CH:26]=[C:27]([S:31](Cl)(=[O:33])=[O:32])[CH:28]=[CH:29][CH:30]=1. Product: [Cl:24][C:25]1[CH:26]=[C:27]([S:31]([N:12]2[CH2:13][CH2:14][CH:9]([C:7](=[O:8])[C:6]3[CH:5]=[CH:4][C:3]([F:2])=[CH:16][CH:15]=3)[CH2:10][CH2:11]2)(=[O:33])=[O:32])[CH:28]=[CH:29][CH:30]=1. The catalyst class is: 2.